This data is from Forward reaction prediction with 1.9M reactions from USPTO patents (1976-2016). The task is: Predict the product of the given reaction. Given the reactants [F:1][C:2]1[CH:3]=[C:4]([CH:6]=[CH:7][C:8]=1[O:9][C:10]1[C:19]2[C:14](=[CH:15][C:16]([O:22][CH2:23][CH2:24][CH2:25][N:26]3[CH2:31][CH2:30][O:29][CH2:28][CH2:27]3)=[C:17]([O:20][CH3:21])[CH:18]=2)[N:13]=[CH:12][CH:11]=1)[NH2:5].C(N(CC)CC)C.ClC(Cl)(O[C:43](=[O:49])OC(Cl)(Cl)Cl)Cl.[F:51][C:52]1[CH:57]=[C:56]([F:58])[CH:55]=[CH:54][C:53]=1[CH:59]([NH2:61])[CH3:60], predict the reaction product. The product is: [F:51][C:52]1[CH:57]=[C:56]([F:58])[CH:55]=[CH:54][C:53]=1[CH:59]([NH:61][C:43]([NH:5][C:4]1[CH:6]=[CH:7][C:8]([O:9][C:10]2[C:19]3[C:14](=[CH:15][C:16]([O:22][CH2:23][CH2:24][CH2:25][N:26]4[CH2:31][CH2:30][O:29][CH2:28][CH2:27]4)=[C:17]([O:20][CH3:21])[CH:18]=3)[N:13]=[CH:12][CH:11]=2)=[C:2]([F:1])[CH:3]=1)=[O:49])[CH3:60].